This data is from TCR-epitope binding with 47,182 pairs between 192 epitopes and 23,139 TCRs. The task is: Binary Classification. Given a T-cell receptor sequence (or CDR3 region) and an epitope sequence, predict whether binding occurs between them. (1) The epitope is AVFDRKSDAK. The TCR CDR3 sequence is CASSFPTEGLGATDTQYF. Result: 0 (the TCR does not bind to the epitope). (2) The TCR CDR3 sequence is CASSSQGAMMETQYF. The epitope is WICLLQFAY. Result: 0 (the TCR does not bind to the epitope). (3) The epitope is TLIGDCATV. Result: 1 (the TCR binds to the epitope). The TCR CDR3 sequence is CASSGNTEAFF. (4) The epitope is LLSAGIFGA. The TCR CDR3 sequence is CASSGGQANIQYF. Result: 0 (the TCR does not bind to the epitope). (5) Result: 1 (the TCR binds to the epitope). The TCR CDR3 sequence is CASSARDRQHEQFF. The epitope is LLQTGIHVRVSQPSL. (6) The epitope is LLFNKVTLA. The TCR CDR3 sequence is CASSPGSSYEQYF. Result: 0 (the TCR does not bind to the epitope). (7) The epitope is TPGPGVRYPL. The TCR CDR3 sequence is CASSYYSGGTTYNEQFF. Result: 1 (the TCR binds to the epitope).